From a dataset of Full USPTO retrosynthesis dataset with 1.9M reactions from patents (1976-2016). Predict the reactants needed to synthesize the given product. Given the product [F:1][C@H:2]1[C@@H:7]([O:8][C:9]2[CH:16]=[CH:15][C:14]([C:17]3[N:22]=[C:21]([NH:23][C:24]4[CH:29]=[CH:28][C:27]([N:30]5[CH2:31][CH2:32][N:33]([CH:36]6[CH2:41][CH2:40][O:39][CH2:38][CH2:37]6)[CH2:34][CH2:35]5)=[CH:26][CH:25]=4)[N:20]=[CH:19][N:18]=3)=[CH:13][C:10]=2[C:11]#[N:12])[CH2:6][CH2:5][N:4]([C:77](=[O:78])[C@@H:76]([OH:75])[CH3:80])[CH2:3]1, predict the reactants needed to synthesize it. The reactants are: [F:1][C@H:2]1[C@@H:7]([O:8][C:9]2[CH:16]=[CH:15][C:14]([C:17]3[N:22]=[C:21]([NH:23][C:24]4[CH:29]=[CH:28][C:27]([N:30]5[CH2:35][CH2:34][N:33]([CH:36]6[CH2:41][CH2:40][O:39][CH2:38][CH2:37]6)[CH2:32][CH2:31]5)=[CH:26][CH:25]=4)[N:20]=[CH:19][N:18]=3)=[CH:13][C:10]=2[C:11]#[N:12])[CH2:6][CH2:5][NH:4][CH2:3]1.C(N(CC)C(C)C)(C)C.CN(C(ON1N=NC2C=CC=NC1=2)=[N+](C)C)C.F[P-](F)(F)(F)(F)F.[OH:75][C@@H:76]([CH3:80])[C:77](O)=[O:78].